Task: Predict the product of the given reaction.. Dataset: Forward reaction prediction with 1.9M reactions from USPTO patents (1976-2016) The product is: [Si:11]([O:1][C:2]1[CH:3]=[C:4]2[C:8](=[CH:9][CH:10]=1)[NH:7][N:6]=[CH:5]2)([C:14]([CH3:17])([CH3:16])[CH3:15])([CH3:13])[CH3:12]. Given the reactants [OH:1][C:2]1[CH:3]=[C:4]2[C:8](=[CH:9][CH:10]=1)[NH:7][N:6]=[CH:5]2.[Si:11](Cl)([C:14]([CH3:17])([CH3:16])[CH3:15])([CH3:13])[CH3:12].N1C=CN=C1.C(O)(=O)CC(CC(O)=O)(C(O)=O)O, predict the reaction product.